From a dataset of Forward reaction prediction with 1.9M reactions from USPTO patents (1976-2016). Predict the product of the given reaction. (1) Given the reactants [NH2:1][C@H:2]([C:4]1[N:9]=[C:8]2[CH:10]=[CH:11][N:12]([CH3:13])[C:7]2=[CH:6][C:5]=1[N:14]1[CH2:18][CH2:17][CH:16]([OH:19])[CH2:15]1)[CH3:3].[CH3:20][C:21]([O:24][C:25](O[C:25]([O:24][C:21]([CH3:23])([CH3:22])[CH3:20])=[O:26])=[O:26])([CH3:23])[CH3:22], predict the reaction product. The product is: [OH:19][CH:16]1[CH2:17][CH2:18][N:14]([C:5]2[CH:6]=[C:7]3[N:12]([CH3:13])[CH:11]=[CH:10][C:8]3=[N:9][C:4]=2[C@@H:2]([NH:1][C:25](=[O:26])[O:24][C:21]([CH3:23])([CH3:22])[CH3:20])[CH3:3])[CH2:15]1. (2) Given the reactants [CH3:1][C:2]1[CH:7]=[CH:6][C:5]([CH2:8][C:9](OCC)=[O:10])=[CH:4][CH:3]=1.[H-].C([Al+]CC(C)C)C(C)C.C1(C)C=CC=CC=1, predict the reaction product. The product is: [CH3:1][C:2]1[CH:7]=[CH:6][C:5]([CH2:8][CH:9]=[O:10])=[CH:4][CH:3]=1. (3) Given the reactants [CH:1]12[NH:9][CH:5]([CH2:6][CH2:7][CH2:8]1)[CH2:4][C:3]([C:10]1[NH:27][C:13]3=[N:14][CH:15]=[CH:16][C:17]([C:18]4[CH:23]=[C:22]([F:24])[CH:21]=[CH:20][C:19]=4[O:25][CH3:26])=[C:12]3[CH:11]=1)=[CH:2]2.[C:28]([CH2:30][C:31]([OH:33])=[O:32])#[N:29].F[P-](F)(F)(F)(F)F.CN(C(N(C)C)=[N+]1C2C(=NC=CC=2)[N+]([O-])=N1)C.C(N(CC)CC)C, predict the reaction product. The product is: [C:31]([O-:33])(=[O:32])[CH3:30].[NH4+:9].[F:24][C:22]1[CH:21]=[CH:20][C:19]([O:25][CH3:26])=[C:18]([C:17]2[CH:16]=[CH:15][N:14]=[C:13]3[NH:27][C:10]([C:3]4[CH2:4][CH:5]5[N:9]([C:31](=[O:32])[CH2:30][C:28]#[N:29])[CH:1]([CH2:8][CH2:7][CH2:6]5)[CH:2]=4)=[CH:11][C:12]=23)[CH:23]=1. (4) The product is: [C:29]([N:18]1[CH2:19][CH2:20][CH2:21][C:22]2[C:23]([C:24]3[S:25][CH:26]=[CH:27][CH:28]=3)=[C:9]3[C:10]4[CH:11]=[C:2]([Br:1])[C:3]([O:34][CH3:35])=[CH:4][C:5]=4[CH2:6][CH2:7][N:8]3[C:15]=2[C:16]1=[O:17])([CH3:30])([CH3:32])[CH3:31]. Given the reactants [Br:1][C:2]1[CH:11]=[C:10]2[C:5]([CH2:6][CH2:7][N:8]([C:15](=O)[C:16]([N:18]([C:29]([CH3:32])([CH3:31])[CH3:30])[CH2:19][CH2:20][CH2:21][C:22]#[C:23][C:24]3[S:25][CH:26]=[CH:27][CH:28]=3)=[O:17])[CH:9]2C(O)=O)=[CH:4][C:3]=1[O:34][CH3:35].C([O-])(=O)C.[Na+].O.[NH4+].[OH-], predict the reaction product. (5) Given the reactants [C:1]([Si:5]([O:8][C@H:9]1[C:14]([CH3:16])([CH3:15])[CH2:13][CH2:12][C:11](B2OC(C)(C)C(C)(C)O2)=[CH:10]1)([CH3:7])[CH3:6])([CH3:4])([CH3:3])[CH3:2].I[C:27]1[C:31]([CH2:32][N:33]([CH3:45])[CH2:34][CH2:35][N:36]([CH3:44])[C:37](=[O:43])[O:38][C:39]([CH3:42])([CH3:41])[CH3:40])=[CH:30][N:29]([CH:46]2[CH2:51][CH2:50][CH2:49][CH2:48][O:47]2)[N:28]=1.C(=O)([O-])[O-].[K+].[K+], predict the reaction product. The product is: [Si:5]([O:8][C@H:9]1[C:14]([CH3:15])([CH3:16])[CH2:13][CH2:12][C:11]([C:27]2[C:31]([CH2:32][N:33]([CH3:45])[CH2:34][CH2:35][N:36]([CH3:44])[C:37](=[O:43])[O:38][C:39]([CH3:42])([CH3:41])[CH3:40])=[CH:30][N:29]([CH:46]3[CH2:51][CH2:50][CH2:49][CH2:48][O:47]3)[N:28]=2)=[CH:10]1)([C:1]([CH3:2])([CH3:3])[CH3:4])([CH3:6])[CH3:7]. (6) The product is: [C:1]([NH:5][C:6]([C:8]1[C:16]2[C:11](=[N:12][CH:13]=[C:14]([C:17]3[C:25]4[C:20](=[CH:21][CH:22]=[C:23]([O:26][CH:27]([F:29])[F:28])[CH:24]=4)[NH:19][N:18]=3)[N:15]=2)[NH:10][CH:9]=1)=[O:7])([CH3:4])([CH3:2])[CH3:3]. Given the reactants [C:1]([NH:5][C:6]([C:8]1[C:16]2[C:11](=[N:12][CH:13]=[C:14]([C:17]3[C:25]4[C:20](=[CH:21][CH:22]=[C:23]([O:26][CH:27]([F:29])[F:28])[CH:24]=4)[NH:19][N:18]=3)[N:15]=2)[N:10](COCC[Si](C)(C)C)[CH:9]=1)=[O:7])([CH3:4])([CH3:3])[CH3:2].C(O)(C(F)(F)F)=O, predict the reaction product. (7) Given the reactants [N:1]1([CH2:6][CH2:7][CH2:8][NH2:9])[CH:5]=[CH:4][N:3]=[CH:2]1.[Cl:10][C:11]1[CH:12]=[C:13]([CH:16]=[CH:17][CH:18]=1)[CH:14]=O.C([O:21][C:22](=O)[C:23](=[O:30])[CH2:24][CH2:25][CH2:26][CH2:27][CH2:28][CH3:29])C, predict the reaction product. The product is: [Cl:10][C:11]1[CH:12]=[C:13]([CH:14]2[N:9]([CH2:8][CH2:7][CH2:6][N:1]3[CH:5]=[CH:4][N:3]=[CH:2]3)[C:22](=[O:21])[C:23]([OH:30])=[C:24]2[CH2:25][CH2:26][CH2:27][CH2:28][CH3:29])[CH:16]=[CH:17][CH:18]=1.